This data is from Full USPTO retrosynthesis dataset with 1.9M reactions from patents (1976-2016). The task is: Predict the reactants needed to synthesize the given product. (1) Given the product [Br:75][C:35]1[CH:36]=[C:37]2[C:32]([NH:31][CH:30]=[C:29]2[CH2:28][C@@H:27]([C:38]([OH:40])=[O:39])[NH2:26])=[CH:33][CH:34]=1.[Br:25][C:84]1[CH:83]=[C:82]2[C:87](=[CH:86][CH:85]=1)[C:79]([CH2:78][C@@H:77]([C:88]([OH:90])=[O:89])[NH2:76])=[CH:80][NH:81]2, predict the reactants needed to synthesize it. The reactants are: COC1C=C(CNCCCNCCCCNCCCN)C=CC=1O.[Br:25][NH:26][C@H:27]([C:38]([OH:40])=[O:39])[CH2:28][C:29]1[C:37]2[C:32](=[CH:33][CH:34]=[CH:35][CH:36]=2)[NH:31][CH:30]=1.COC1C=C(CNCCCNCCCCNCCCNCC2C=CC(O)=C(OC)C=2)C=CC=1O.[Br:75][NH:76][C@H:77]([C:88]([OH:90])=[O:89])[CH2:78][C:79]1[C:87]2[C:82](=[CH:83][CH:84]=[CH:85][CH:86]=2)[NH:81][CH:80]=1.C1(N=C=S)C=CC=CC=1.Cl. (2) Given the product [CH3:1][O:2][C:3](=[O:23])[CH:4]([N:8]([S:9]([C:12]1[CH:13]=[CH:14][C:15]([O:18][CH2:19][C:20]#[C:21][CH3:22])=[CH:16][CH:17]=1)(=[O:11])=[O:10])[CH2:25][CH2:26][CH2:27][Cl:28])[CH:5]([CH3:7])[CH3:6], predict the reactants needed to synthesize it. The reactants are: [CH3:1][O:2][C:3](=[O:23])[CH:4]([NH:8][S:9]([C:12]1[CH:17]=[CH:16][C:15]([O:18][CH2:19][C:20]#[C:21][CH3:22])=[CH:14][CH:13]=1)(=[O:11])=[O:10])[CH:5]([CH3:7])[CH3:6].Br[CH2:25][CH2:26][CH2:27][Cl:28]. (3) Given the product [F:1][C:2]1[C:3]([N:15]2[CH2:20][CH2:19][O:18][CH2:17][CH2:16]2)=[C:4]([CH2:8][N:9]2[CH2:14][CH2:13][N:12]([C:21]([O:22][N:23]3[C:27](=[O:28])[CH2:26][CH2:25][C:24]3=[O:29])=[O:30])[CH2:11][CH2:10]2)[CH:5]=[CH:6][CH:7]=1, predict the reactants needed to synthesize it. The reactants are: [F:1][C:2]1[CH:7]=[CH:6][CH:5]=[C:4]([CH2:8][N:9]2[CH2:14][CH2:13][NH:12][CH2:11][CH2:10]2)[C:3]=1[N:15]1[CH2:20][CH2:19][O:18][CH2:17][CH2:16]1.[C:21](=O)([O:30]N1C(=O)CCC1=O)[O:22][N:23]1[C:27](=[O:28])[CH2:26][CH2:25][C:24]1=[O:29].ClCCl.C(N(CC)C(C)C)(C)C. (4) Given the product [NH2:13][CH2:2][C:3]([C:5]1[CH:10]=[CH:9][C:8]([Br:11])=[CH:7][CH:6]=1)=[O:4], predict the reactants needed to synthesize it. The reactants are: Br[CH2:2][C:3]([C:5]1[CH:10]=[CH:9][C:8]([Br:11])=[CH:7][CH:6]=1)=[O:4].C1N2CN3CN(C2)C[N:13]1C3.Cl. (5) Given the product [Cl:15][C:11]1[CH:10]=[C:9]([C:7]2[C:6]([O:16][CH3:17])=[N:5][C:4]([CH3:18])=[C:3]([CH2:2][N:19]3[CH:23]=[N:22][CH:21]=[N:20]3)[CH:8]=2)[CH:14]=[CH:13][CH:12]=1, predict the reactants needed to synthesize it. The reactants are: Cl[CH2:2][C:3]1[C:4]([CH3:18])=[N:5][C:6]([O:16][CH3:17])=[C:7]([C:9]2[CH:14]=[CH:13][CH:12]=[C:11]([Cl:15])[CH:10]=2)[CH:8]=1.[NH:19]1[CH:23]=[N:22][CH:21]=[N:20]1.C([O-])([O-])=O.[Cs+].[Cs+]. (6) The reactants are: Cl.Cl.[CH3:3][N:4]([CH2:6][C:7]1[CH:13]=[CH:12][C:10]([NH2:11])=[CH:9][C:8]=1[C:14]([F:17])([F:16])[F:15])[CH3:5].[Br:18][C:19]1[CH:24]=[CH:23][C:22]([CH2:25][C:26](O)=[O:27])=[C:21]([F:29])[CH:20]=1.CCN(CC)CC.C(Cl)CCl.C1C=CC2N(O)N=NC=2C=1. Given the product [Br:18][C:19]1[CH:24]=[CH:23][C:22]([CH2:25][C:26]([NH:11][C:10]2[CH:12]=[CH:13][C:7]([CH2:6][N:4]([CH3:3])[CH3:5])=[C:8]([C:14]([F:16])([F:15])[F:17])[CH:9]=2)=[O:27])=[C:21]([F:29])[CH:20]=1, predict the reactants needed to synthesize it. (7) Given the product [ClH:22].[Cl:22][C:17]1[CH:18]=[CH:19][CH:20]=[CH:21][C:16]=1[C:11]1([C:14]#[N:15])[CH2:10][CH2:9][NH:8][CH2:13][CH2:12]1, predict the reactants needed to synthesize it. The reactants are: C(OC([N:8]1[CH2:13][CH2:12][C:11]([C:16]2[CH:21]=[CH:20][CH:19]=[CH:18][C:17]=2[Cl:22])([C:14]#[N:15])[CH2:10][CH2:9]1)=O)(C)(C)C. (8) Given the product [NH:6]1[C:5]2[CH:9]=[CH:10][C:2]([N:1]3[C:21](=[O:22])[CH2:20][S:19][CH:11]3[C:12]3[CH:17]=[CH:16][CH:15]=[CH:14][CH:13]=3)=[CH:3][C:4]=2[N:8]=[CH:7]1, predict the reactants needed to synthesize it. The reactants are: [NH2:1][C:2]1[CH:10]=[CH:9][C:5]2[N:6]=[CH:7][NH:8][C:4]=2[CH:3]=1.[CH:11](=O)[C:12]1[CH:17]=[CH:16][CH:15]=[CH:14][CH:13]=1.[SH:19][CH2:20][C:21](O)=[O:22].N1CCCCC1. (9) Given the product [Cl:1][C:2]1[N:7]=[CH:6][N:5]=[C:4]([C:8]([C:14]2[CH:13]=[C:12]([CH3:11])[C:17]3[NH:18][C:19](=[O:21])[S:20][C:16]=3[CH:15]=2)=[O:9])[CH:3]=1, predict the reactants needed to synthesize it. The reactants are: [Cl:1][C:2]1[N:7]=[CH:6][N:5]=[C:4]([C:8](Cl)=[O:9])[CH:3]=1.[CH3:11][C:12]1[C:17]2[NH:18][C:19](=[O:21])[S:20][C:16]=2[CH:15]=[CH:14][CH:13]=1.[Cl-].[Cl-].[Cl-].[Al+3].